This data is from Catalyst prediction with 721,799 reactions and 888 catalyst types from USPTO. The task is: Predict which catalyst facilitates the given reaction. (1) Reactant: [OH:1][B:2]1[C@@H:7]([NH:8][C:9](=[O:15])[CH2:10][CH2:11][C:12](=[O:14])[CH3:13])[CH2:6][C:5]2[CH:16]=[CH:17][CH:18]=[C:19]([C:20]([OH:22])=[O:21])[C:4]=2[O:3]1.[C:23](=[O:26])([O-])[O-:24].[K+].[K+].[I-].[Na+].CN([CH:34]=[O:35])C. Product: [CH:4]1([O:24][C:23]([O:35][CH2:34][O:21][C:20]([C:19]2[C:4]3[O:3][B:2]([OH:1])[C@@H:7]([NH:8][C:9](=[O:15])[CH2:10][CH2:11][C:12](=[O:14])[CH3:13])[CH2:6][C:5]=3[CH:16]=[CH:17][CH:18]=2)=[O:22])=[O:26])[CH2:19][CH2:18][CH2:17][CH2:16][CH2:5]1. The catalyst class is: 6. (2) Reactant: [Cl:1][C:2]1[CH:10]=[CH:9][C:8]([NH:11][C:12](=[O:20])[C:13]2[CH:18]=[CH:17][CH:16]=[C:15]([Cl:19])[CH:14]=2)=[CH:7][C:3]=1[C:4]([OH:6])=O.ClC1N=C(OC)N=C(OC)N=1.CN1CCOCC1.C(OC([N:46]1[CH2:51][CH2:50][CH:49]([S:52]([C:55]2[CH:60]=[CH:59][C:58]([NH:61][C:62]3[N:67]=[CH:66][C:65]([NH2:68])=[CH:64][N:63]=3)=[CH:57][CH:56]=2)(=[O:54])=[O:53])[CH2:48][CH2:47]1)=O)(C)(C)C.C(O)(C(F)(F)F)=O. Product: [Cl:1][C:2]1[CH:10]=[CH:9][C:8]([NH:11][C:12](=[O:20])[C:13]2[CH:18]=[CH:17][CH:16]=[C:15]([Cl:19])[CH:14]=2)=[CH:7][C:3]=1[C:4]([NH:68][C:65]1[CH:66]=[N:67][C:62]([NH:61][C:58]2[CH:59]=[CH:60][C:55]([S:52]([CH:49]3[CH2:50][CH2:51][NH:46][CH2:47][CH2:48]3)(=[O:53])=[O:54])=[CH:56][CH:57]=2)=[N:63][CH:64]=1)=[O:6]. The catalyst class is: 2. (3) Reactant: [C:1]12([CH2:11][CH2:12][O:13][C:14]3[CH:15]=[C:16]([CH2:20][C@H:21]([NH:23][CH2:24][C@@H:25]([C:27]4[CH:36]=[CH:35][C:34]([O:37]CC5C=CC=CC=5)=[C:33]5[C:28]=4[CH:29]=[CH:30][C:31](=[O:45])[NH:32]5)[OH:26])[CH3:22])[CH:17]=[CH:18][CH:19]=3)[CH2:10][CH:5]3[CH2:6][CH:7]([CH2:9][CH:3]([CH2:4]3)[CH2:2]1)[CH2:8]2. Product: [C:1]12([CH2:11][CH2:12][O:13][C:14]3[CH:15]=[C:16]([CH2:20][C@H:21]([NH:23][CH2:24][C@@H:25]([C:27]4[CH:36]=[CH:35][C:34]([OH:37])=[C:33]5[C:28]=4[CH:29]=[CH:30][C:31](=[O:45])[NH:32]5)[OH:26])[CH3:22])[CH:17]=[CH:18][CH:19]=3)[CH2:10][CH:5]3[CH2:4][CH:3]([CH2:9][CH:7]([CH2:6]3)[CH2:8]1)[CH2:2]2. The catalyst class is: 45. (4) Reactant: S([O-])([O-])(=O)=O.[C:6]([C:11]1[CH:16]=[CH:15][C:14]([I+:17][C:18]2[CH:23]=[CH:22][C:21]([C:24]([CH2:27][CH3:28])([CH3:26])[CH3:25])=[CH:20][CH:19]=2)=[CH:13][CH:12]=1)([CH2:9][CH3:10])([CH3:8])[CH3:7].[C:24]([C:21]1[CH:22]=[CH:23][C:18]([I+:17][C:14]2[CH:15]=[CH:16][C:11]([C:6]([CH2:9][CH3:10])([CH3:8])[CH3:7])=[CH:12][CH:13]=2)=[CH:19][CH:20]=1)([CH2:27][CH3:28])([CH3:26])[CH3:25].C[N+](C)(C)C.[F:57][C:58]1[C:63]([S:64]([O-:67])(=[O:66])=[O:65])=[C:62]([F:68])[C:61]([F:69])=[C:60]([F:70])[C:59]=1[F:71]. Product: [F:57][C:58]1[C:63]([S:64]([O-:67])(=[O:66])=[O:65])=[C:62]([F:68])[C:61]([F:69])=[C:60]([F:70])[C:59]=1[F:71].[C:24]([C:21]1[CH:22]=[CH:23][C:18]([I+:17][C:14]2[CH:15]=[CH:16][C:11]([C:6]([CH2:9][CH3:10])([CH3:8])[CH3:7])=[CH:12][CH:13]=2)=[CH:19][CH:20]=1)([CH2:27][CH3:28])([CH3:26])[CH3:25]. The catalyst class is: 6. (5) Reactant: [F:1][C:2]1[CH:7]=[CH:6][C:5]([CH2:8][C:9]2[CH:18]=[C:17]3[C:12]([C:13]([OH:26])=[C:14]([C:21](OCC)=[O:22])[C:15](=[O:20])[N:16]3[CH3:19])=[N:11][CH:10]=2)=[CH:4][CH:3]=1.[N:27]1([CH2:32][CH2:33][CH2:34][NH2:35])[CH2:31][CH2:30][CH2:29][CH2:28]1. Product: [F:1][C:2]1[CH:7]=[CH:6][C:5]([CH2:8][C:9]2[CH:18]=[C:17]3[C:12]([C:13]([OH:26])=[C:14]([C:21]([NH:35][CH2:34][CH2:33][CH2:32][N:27]4[CH2:31][CH2:30][CH2:29][CH2:28]4)=[O:22])[C:15](=[O:20])[N:16]3[CH3:19])=[N:11][CH:10]=2)=[CH:4][CH:3]=1. The catalyst class is: 22. (6) Reactant: [F:1][C:2]1[CH:7]=[CH:6][C:5]([N:8]2[C:12](=[O:13])[CH2:11][S:10][C:9]2=[O:14])=[CH:4][CH:3]=1.[CH2:15]([O:17][C:18]1[CH:19]=[C:20]([CH:23]=[CH:24][C:25]=1[OH:26])[CH:21]=O)[CH3:16].C([O-])(=O)C.[NH4+].O. Product: [F:1][C:2]1[CH:3]=[CH:4][C:5]([N:8]2[C:12](=[O:13])[C:11](=[CH:21][C:20]3[CH:23]=[CH:24][C:25]([OH:26])=[C:18]([O:17][CH2:15][CH3:16])[CH:19]=3)[S:10][C:9]2=[O:14])=[CH:6][CH:7]=1. The catalyst class is: 15. (7) Reactant: Cl.[NH2:2][C@H:3]([C:13]1[N:18]=[CH:17][C:16]([N:19]2[C:27](=[O:28])[C:26]3[C:21](=[CH:22][CH:23]=[CH:24][CH:25]=3)[C:20]2=[O:29])=[CH:15][C:14]=1[Br:30])[CH2:4][C:5]1[CH:10]=[C:9]([F:11])[CH:8]=[C:7]([F:12])[CH:6]=1.[C:31](O[C:31]([O:33][C:34]([CH3:37])([CH3:36])[CH3:35])=[O:32])([O:33][C:34]([CH3:37])([CH3:36])[CH3:35])=[O:32].C(N(CC)CC)C. Product: [Br:30][C:14]1[C:13]([C@@H:3]([NH:2][C:31](=[O:32])[O:33][C:34]([CH3:37])([CH3:36])[CH3:35])[CH2:4][C:5]2[CH:10]=[C:9]([F:11])[CH:8]=[C:7]([F:12])[CH:6]=2)=[N:18][CH:17]=[C:16]([N:19]2[C:20](=[O:29])[C:21]3[C:26](=[CH:25][CH:24]=[CH:23][CH:22]=3)[C:27]2=[O:28])[CH:15]=1. The catalyst class is: 2. (8) Reactant: [CH2:1]([NH:8][CH:9]1[CH2:13][CH2:12][N:11]([S:14]([C:17]2[CH:22]=[CH:21][C:20]([O:23][CH2:24][CH2:25][CH2:26][CH3:27])=[CH:19][CH:18]=2)(=[O:16])=[O:15])[CH2:10]1)[C:2]1[CH:7]=[CH:6][CH:5]=[CH:4][CH:3]=1.[CH:28]1[C:40]2[NH:39][C:38]3[C:33](=[CH:34][CH:35]=[CH:36][CH:37]=3)[C:32]=2[C:31]([O:41][CH:42]2[O:44][C@H:43]2[CH3:45])=[CH:30][CH:29]=1. Product: [CH2:1]([N:8]([CH:9]1[CH2:13][CH2:12][N:11]([S:14]([C:17]2[CH:18]=[CH:19][C:20]([O:23][CH2:24][CH2:25][CH2:26][CH3:27])=[CH:21][CH:22]=2)(=[O:16])=[O:15])[CH2:10]1)[CH2:45][CH:43]([OH:44])[CH2:42][O:41][C:31]1[C:32]2[C:33]3[C:38](=[CH:37][CH:36]=[CH:35][CH:34]=3)[NH:39][C:40]=2[CH:28]=[CH:29][CH:30]=1)[C:2]1[CH:7]=[CH:6][CH:5]=[CH:4][CH:3]=1. The catalyst class is: 5. (9) Reactant: C([O:4][CH:5]1[C:9]2[N:10]=[CH:11][N:12]=[C:13]([N:14]3[C:34]4[C:29](=[CH:30][C:31]([Cl:35])=[CH:32][CH:33]=4)[C:16]4([CH2:21][CH2:20][N:19]([C:22]([O:24][C:25]([CH3:28])([CH3:27])[CH3:26])=[O:23])[CH2:18][CH2:17]4)[CH2:15]3)[C:8]=2[C@H:7]([CH3:36])[CH2:6]1)(=O)C.C1COCC1.O[Li].O. Product: [Cl:35][C:31]1[CH:30]=[C:29]2[C:16]3([CH2:17][CH2:18][N:19]([C:22]([O:24][C:25]([CH3:28])([CH3:27])[CH3:26])=[O:23])[CH2:20][CH2:21]3)[CH2:15][N:14]([C:13]3[C:8]4[C@H:7]([CH3:36])[CH2:6][CH:5]([OH:4])[C:9]=4[N:10]=[CH:11][N:12]=3)[C:34]2=[CH:33][CH:32]=1. The catalyst class is: 6. (10) Reactant: [H-].[Na+].[CH3:3][O:4][C:5](=[O:19])[CH2:6][N:7]1[C:15]2[C:10](=[C:11]([Cl:16])[CH:12]=[CH:13][CH:14]=2)[C:9](=[O:17])[C:8]1=[O:18].COC(=O)C(Br)[CH2:24][CH:25]([CH3:27])[CH3:26]. Product: [CH3:3][O:4][C:5](=[O:19])[CH:6]([N:7]1[C:15]2[C:10](=[C:11]([Cl:16])[CH:12]=[CH:13][CH:14]=2)[C:9](=[O:17])[C:8]1=[O:18])[CH2:24][CH:25]([CH3:27])[CH3:26]. The catalyst class is: 35.